This data is from Peptide-MHC class I binding affinity with 185,985 pairs from IEDB/IMGT. The task is: Regression. Given a peptide amino acid sequence and an MHC pseudo amino acid sequence, predict their binding affinity value. This is MHC class I binding data. (1) The peptide sequence is SHSIPNGLL. The MHC is HLA-A03:01 with pseudo-sequence HLA-A03:01. The binding affinity (normalized) is 0.0847. (2) The peptide sequence is AYALDTEVA. The MHC is Patr-A0901 with pseudo-sequence Patr-A0901. The binding affinity (normalized) is 0.383. (3) The peptide sequence is FMDGTMSQV. The MHC is H-2-Kb with pseudo-sequence H-2-Kb. The binding affinity (normalized) is 0.335. (4) The peptide sequence is AYYWNQNGF. The MHC is HLA-B44:02 with pseudo-sequence HLA-B44:02. The binding affinity (normalized) is 0.0847.